Predict the reaction yield, written as a fraction of the theoretical maximum amount of product (1.0 means a 100% yield; for example, 0.34 means a 34% yield). From a dataset of Reaction yield outcomes from USPTO patents with 853,638 reactions. (1) The reactants are [F:1][C:2]1[CH:7]=[CH:6][CH:5]=[CH:4][C:3]=1[CH2:8][C:9]([CH:11]1[CH2:16][CH2:15][N:14]([CH2:17][C:18]2[CH:23]=[CH:22][N:21]=[N:20][C:19]=2[O:24]C)[CH2:13][CH2:12]1)=[O:10].[OH-].[Na+].ClCCl. The catalyst is Cl. The product is [F:1][C:2]1[CH:7]=[CH:6][CH:5]=[CH:4][C:3]=1[CH2:8][C:9]([CH:11]1[CH2:12][CH2:13][N:14]([CH2:17][C:18]2[C:19](=[O:24])[NH:20][N:21]=[CH:22][CH:23]=2)[CH2:15][CH2:16]1)=[O:10]. The yield is 0.380. (2) The reactants are I[C:2]1[CH:7]=[CH:6][N:5]2[C:8]([C:11]3[CH:16]=[CH:15][C:14]([N:17]4[C@@H:21]([C:22]5[CH:27]=[CH:26][CH:25]=[CH:24][CH:23]=5)[C:20]([CH3:29])([CH3:28])[O:19][C:18]4=[O:30])=[CH:13][CH:12]=3)=[N:9][N:10]=[C:4]2[CH:3]=1.[C:31]([Zn]C#N)#[N:32]. The catalyst is CN(C=O)C.C1C=CC([P]([Pd]([P](C2C=CC=CC=2)(C2C=CC=CC=2)C2C=CC=CC=2)([P](C2C=CC=CC=2)(C2C=CC=CC=2)C2C=CC=CC=2)[P](C2C=CC=CC=2)(C2C=CC=CC=2)C2C=CC=CC=2)(C2C=CC=CC=2)C2C=CC=CC=2)=CC=1. The product is [CH3:29][C:20]1([CH3:28])[O:19][C:18](=[O:30])[N:17]([C:14]2[CH:13]=[CH:12][C:11]([C:8]3[N:5]4[CH:6]=[CH:7][C:2]([C:31]#[N:32])=[CH:3][C:4]4=[N:10][N:9]=3)=[CH:16][CH:15]=2)[C@H:21]1[C:22]1[CH:23]=[CH:24][CH:25]=[CH:26][CH:27]=1. The yield is 0.356. (3) The reactants are O.[OH-].[Li+].C[O:5][C:6]([C:8]1[CH:9]=[C:10]([C@:14]2([CH3:30])[CH2:19][CH2:18][N:17]([C:20]([O:22][CH2:23][CH2:24][Si:25]([CH3:28])([CH3:27])[CH3:26])=[O:21])[CH2:16][C@@H:15]2[CH3:29])[CH:11]=[CH:12][CH:13]=1)=[O:7].Cl. The catalyst is O.O1CCCC1. The product is [C:6]([C:8]1[CH:9]=[C:10]([C@:14]2([CH3:30])[CH2:19][CH2:18][N:17]([C:20]([O:22][CH2:23][CH2:24][Si:25]([CH3:28])([CH3:27])[CH3:26])=[O:21])[CH2:16][C@@H:15]2[CH3:29])[CH:11]=[CH:12][CH:13]=1)([OH:7])=[O:5]. The yield is 0.970. (4) The reactants are [CH:1]([CH:14]1[C:19](=[O:20])[CH2:18][CH2:17][N:16]([CH2:21][C:22]2[CH:23]=[C:24]([NH:30][S:31]([CH3:34])(=[O:33])=[O:32])[CH:25]=[CH:26][C:27]=2[O:28][CH3:29])[CH2:15]1)([C:8]1[CH:13]=[CH:12][CH:11]=[CH:10][CH:9]=1)[C:2]1[CH:7]=[CH:6][CH:5]=[CH:4][CH:3]=1.C(=O)([O-])[O-].[K+].[K+].C1(C)C=CC(S(O[CH2:51][C:52]([F:55])([F:54])[F:53])(=O)=O)=CC=1.C(OCC)(=O)C. The catalyst is CN(C)C=O.O. The product is [CH:1]([CH:14]1[C:19](=[O:20])[CH2:18][CH2:17][N:16]([CH2:21][C:22]2[CH:23]=[C:24]([N:30]([CH2:51][C:52]([F:55])([F:54])[F:53])[S:31]([CH3:34])(=[O:32])=[O:33])[CH:25]=[CH:26][C:27]=2[O:28][CH3:29])[CH2:15]1)([C:2]1[CH:7]=[CH:6][CH:5]=[CH:4][CH:3]=1)[C:8]1[CH:13]=[CH:12][CH:11]=[CH:10][CH:9]=1. The yield is 0.320. (5) The reactants are C([N:8]1[CH:12]=[C:11]([C:13]2[N:21](COCC[Si](C)(C)C)[C:20]3[C:19](=[O:30])[N:18]([CH2:31][CH2:32][CH3:33])[C:17](Cl)=[N:16][C:15]=3[N:14]=2)[CH:10]=[N:9]1)C1C=CC=CC=1.C1CCCCC=1. The catalyst is C(O)C.[OH-].[OH-].[Pd+2]. The product is [CH2:31]([N:18]1[C:19](=[O:30])[C:20]2[NH:21][C:13]([C:11]3[CH:12]=[N:8][NH:9][CH:10]=3)=[N:14][C:15]=2[N:16]=[CH:17]1)[CH2:32][CH3:33]. The yield is 0.240. (6) The reactants are [F:1][C:2]1[CH:9]=[CH:8][CH:7]=[CH:6][C:3]=1[CH:4]=[O:5].C[Si]([C:14]#[N:15])(C)C.[Cl:16]CCl. The catalyst is O.[I-].[Zn+2].[I-]. The product is [ClH:16].[NH2:15][CH2:14][CH:4]([C:3]1[CH:6]=[CH:7][CH:8]=[CH:9][C:2]=1[F:1])[OH:5]. The yield is 0.790.